From a dataset of Full USPTO retrosynthesis dataset with 1.9M reactions from patents (1976-2016). Predict the reactants needed to synthesize the given product. (1) Given the product [C:16]([O:20][C:21]([N:23]1[CH:24]2[CH:25]([N:28]([C:10]([O:41][CH2:40][C:2]3[CH:3]=[CH:4][CH:5]=[CH:6][CH:7]=3)=[O:13])[CH2:29][CH:30]2[CH2:31][O:9][C:4]2[CH:5]=[CH:6][C:7]([F:8])=[C:2]([F:1])[CH:3]=2)[CH2:26][CH2:27]1)=[O:22])([CH3:17])([CH3:18])[CH3:19], predict the reactants needed to synthesize it. The reactants are: [F:1][C:2]1[CH:3]=[C:4]([OH:9])[CH:5]=[CH:6][C:7]=1[F:8].[C:10]([O-:13])([O-])=O.[Cs+].[Cs+].[C:16]([O:20][C:21]([N:23]1[CH2:27][CH2:26][CH:25]2[NH:28][CH2:29][CH:30]([CH2:31]OS(C)(=O)=O)[CH:24]12)=[O:22])([CH3:19])([CH3:18])[CH3:17].CN([CH:40]=[O:41])C. (2) Given the product [C:9]([O:12][C:13]1[CH:14]=[C:15]([CH:16]=[CH:31][C:30]2[CH:33]=[CH:34][C:27]([F:26])=[CH:28][CH:29]=2)[CH:19]=[C:20]([O:22][C:23](=[O:25])[CH3:24])[CH:21]=1)(=[O:11])[CH3:10], predict the reactants needed to synthesize it. The reactants are: CC1C=CC(C)=CC=1.[C:9]([O:12][C:13]1[CH:14]=[C:15]([CH:19]=[C:20]([O:22][C:23](=[O:25])[CH3:24])[CH:21]=1)[C:16](Cl)=O)(=[O:11])[CH3:10].[F:26][C:27]1[CH:34]=[CH:33][C:30]([CH:31]=C)=[CH:29][CH:28]=1.CN1CCOCC1.